Dataset: Full USPTO retrosynthesis dataset with 1.9M reactions from patents (1976-2016). Task: Predict the reactants needed to synthesize the given product. Given the product [CH3:1][C:2]1[C:10]2[C:5](=[CH:6][CH:7]=[CH:8][C:9]=2[NH:11][C:12]([C:14]2[N:18]3[CH:19]=[CH:20][C:21]([CH2:23][CH2:24][N:38]4[CH2:39][CH2:40][N:35]([CH3:34])[CH2:36][CH2:37]4)=[CH:22][C:17]3=[N:16][CH:15]=2)=[O:13])[N:4]([CH2:26][C:27]2[CH:32]=[CH:31][CH:30]=[C:29]([CH3:33])[N:28]=2)[N:3]=1, predict the reactants needed to synthesize it. The reactants are: [CH3:1][C:2]1[C:10]2[C:5](=[CH:6][CH:7]=[CH:8][C:9]=2[NH:11][C:12]([C:14]2[N:18]3[CH:19]=[CH:20][C:21]([CH2:23][CH:24]=O)=[CH:22][C:17]3=[N:16][CH:15]=2)=[O:13])[N:4]([CH2:26][C:27]2[CH:32]=[CH:31][CH:30]=[C:29]([CH3:33])[N:28]=2)[N:3]=1.[CH3:34][N:35]1[CH2:40][CH2:39][NH:38][CH2:37][CH2:36]1.